The task is: Predict which catalyst facilitates the given reaction.. This data is from Catalyst prediction with 721,799 reactions and 888 catalyst types from USPTO. (1) Reactant: [C:1]([NH:8][S:9]([C:12]1[CH:17]=[CH:16][C:15]([CH3:18])=[CH:14][CH:13]=1)(=[O:11])=[O:10])(OC(C)(C)C)=O.OC[CH:21]=[CH:22][C:23]1[CH:45]=[CH:44][C:26]([C:27]([NH:29][C:30]2[CH:35]=[CH:34][CH:33]=[CH:32][C:31]=2[NH:36][C:37](=[O:43])[O:38][C:39]([CH3:42])([CH3:41])[CH3:40])=[O:28])=[CH:25][CH:24]=1.N(C(OCC)=O)=NC(OCC)=O. Product: [C:15]1([CH3:18])[CH:14]=[CH:13][C:12]([S:9]([NH:8][CH2:1][CH:21]=[CH:22][C:23]2[CH:45]=[CH:44][C:26]([C:27]([NH:29][C:30]3[CH:35]=[CH:34][CH:33]=[CH:32][C:31]=3[NH:36][C:37](=[O:43])[O:38][C:39]([CH3:40])([CH3:41])[CH3:42])=[O:28])=[CH:25][CH:24]=2)(=[O:10])=[O:11])=[CH:17][CH:16]=1. The catalyst class is: 1. (2) Reactant: [CH2:1]([N:8]1[CH2:13][CH2:12][CH2:11][C:10]([OH:18])([C:14]([O:16]C)=O)[CH2:9]1)[C:2]1[CH:7]=[CH:6][CH:5]=[CH:4][CH:3]=1.[CH2:19]([N:21]=[C:22]=[O:23])[CH3:20].[H-].[Na+].[Cl-].[NH4+]. Product: [CH2:1]([N:8]1[CH2:13][CH2:12][CH2:11][C:10]2([O:18][C:22](=[O:23])[N:21]([CH2:19][CH3:20])[C:14]2=[O:16])[CH2:9]1)[C:2]1[CH:3]=[CH:4][CH:5]=[CH:6][CH:7]=1. The catalyst class is: 7. (3) Reactant: [CH3:1][C:2]1[N:3]=[C:4]2[C:9]([O:10][CH2:11][CH2:12][CH:13]([CH3:15])[CH3:14])=[CH:8][C:7]([CH3:16])=[CH:6][N:5]2[C:17]=1[C:18]([O:20]CC)=[O:19].[OH-].[Li+].Cl. Product: [CH3:1][C:2]1[N:3]=[C:4]2[C:9]([O:10][CH2:11][CH2:12][CH:13]([CH3:15])[CH3:14])=[CH:8][C:7]([CH3:16])=[CH:6][N:5]2[C:17]=1[C:18]([OH:20])=[O:19]. The catalyst class is: 36. (4) Reactant: Cl[C:2]1[C:11]2[CH:12]=[CH:13][S:14][C:10]=2[C:9]2[C:4](=[C:5]([C:15]([O:17][CH3:18])=[O:16])[CH:6]=[CH:7][CH:8]=2)[N:3]=1.[NH2:19][C:20]1[CH:21]=[C:22]([C:26]#[CH:27])[CH:23]=[CH:24][CH:25]=1.O. Product: [C:26]([C:22]1[CH:21]=[C:20]([NH:19][C:2]2[C:11]3[CH:12]=[CH:13][S:14][C:10]=3[C:9]3[C:4](=[C:5]([C:15]([O:17][CH3:18])=[O:16])[CH:6]=[CH:7][CH:8]=3)[N:3]=2)[CH:25]=[CH:24][CH:23]=1)#[CH:27]. The catalyst class is: 37. (5) Reactant: [CH3:1][O:2][C:3]1[CH:4]=[C:5]([S:11]([N:14]2[CH2:19][CH2:18][N:17]([C:20]([O:22][C:23]([CH3:26])([CH3:25])[CH3:24])=[O:21])[CH2:16][CH:15]2[C:27]([OH:29])=[O:28])(=[O:13])=[O:12])[CH:6]=[CH:7][C:8]=1[O:9][CH3:10].O.ON1C2C=CC=CC=2N=N1.C(N(CC)C(C)C)(C)C.C(N=C=NCCCN(C)C)C.[CH2:61](O)[C:62]1[CH:67]=[CH:66][CH:65]=[CH:64][CH:63]=1. Product: [CH2:61]([O:28][C:27]([CH:15]1[CH2:16][N:17]([C:20]([O:22][C:23]([CH3:25])([CH3:26])[CH3:24])=[O:21])[CH2:18][CH2:19][N:14]1[S:11]([C:5]1[CH:6]=[CH:7][C:8]([O:9][CH3:10])=[C:3]([O:2][CH3:1])[CH:4]=1)(=[O:13])=[O:12])=[O:29])[C:62]1[CH:67]=[CH:66][CH:65]=[CH:64][CH:63]=1. The catalyst class is: 2. (6) Reactant: [Br:1][C:2]1[N:6]2[CH:7]=[C:8]([C:13]([O:15]CC)=[O:14])[N:9]=[C:10]([S:11][CH3:12])[C:5]2=[N:4][CH:3]=1.[OH-].[Li+]. Product: [Br:1][C:2]1[N:6]2[CH:7]=[C:8]([C:13]([OH:15])=[O:14])[N:9]=[C:10]([S:11][CH3:12])[C:5]2=[N:4][CH:3]=1. The catalyst class is: 1.